Dataset: Catalyst prediction with 721,799 reactions and 888 catalyst types from USPTO. Task: Predict which catalyst facilitates the given reaction. (1) Reactant: C([O:4][CH2:5][C:6]1[CH:11]=[CH:10][C:9]([CH:12]([CH:32]2[CH2:36][CH2:35][CH2:34][CH2:33]2)[C:13]([NH:15][C:16]2[C:17]([CH3:31])=[C:18]([CH2:22][CH2:23][C:24]([O:26][C:27]([CH3:30])([CH3:29])[CH3:28])=[O:25])[CH:19]=[CH:20][CH:21]=2)=[O:14])=[CH:8][CH:7]=1)(=O)C. Product: [CH:32]1([CH:12]([C:9]2[CH:10]=[CH:11][C:6]([CH2:5][OH:4])=[CH:7][CH:8]=2)[C:13]([NH:15][C:16]2[C:17]([CH3:31])=[C:18]([CH2:22][CH2:23][C:24]([O:26][C:27]([CH3:30])([CH3:29])[CH3:28])=[O:25])[CH:19]=[CH:20][CH:21]=2)=[O:14])[CH2:36][CH2:35][CH2:34][CH2:33]1. The catalyst class is: 547. (2) Reactant: [C:1]1([CH3:11])[CH:6]=[CH:5][C:4]([S:7](Cl)(=[O:9])=[O:8])=[CH:3][CH:2]=1.CC[O:14][CH2:15][CH3:16].[OH2:17]. The catalyst class is: 17. Product: [CH3:11][C:1]1[CH:6]=[CH:5][C:4]([S:7]([O:17][CH2:6][CH:1]2[CH2:11][CH2:16][C:15](=[O:14])[CH2:3][CH2:2]2)(=[O:9])=[O:8])=[CH:3][CH:2]=1. (3) Reactant: [C:1]1([C:7]2[CH:11]=[C:10]([CH:12]=O)[O:9][N:8]=2)[CH:6]=[CH:5][CH:4]=[CH:3][CH:2]=1.[NH:14]1[CH2:19][CH2:18][CH:17]([CH2:20][NH:21][C:22](=[O:28])[O:23][C:24]([CH3:27])([CH3:26])[CH3:25])[CH2:16][CH2:15]1.C(O[BH-](OC(=O)C)OC(=O)C)(=O)C.C[N+](C)(C)C.C(=O)(O)[O-].[Na+]. Product: [C:1]1([C:7]2[CH:11]=[C:10]([CH2:12][N:14]3[CH2:19][CH2:18][CH:17]([CH2:20][NH:21][C:22](=[O:28])[O:23][C:24]([CH3:26])([CH3:25])[CH3:27])[CH2:16][CH2:15]3)[O:9][N:8]=2)[CH:2]=[CH:3][CH:4]=[CH:5][CH:6]=1. The catalyst class is: 477. (4) Reactant: [CH3:1][N:2]([CH3:22])[CH:3]1[CH2:7][CH2:6][N:5]([C:8]2[N:13]=[CH:12][C:11]([N:14]3[CH:19]=[CH:18][C:17]([OH:20])=[CH:16][C:15]3=[O:21])=[CH:10][CH:9]=2)[CH2:4]1.C1(P(C2C=CC=CC=2)C2C=CC=CC=2)C=CC=CC=1.[F:42][C:43]1[C:44]([CH2:50]O)=[N:45][CH:46]=[C:47]([F:49])[CH:48]=1.N(/C(OC(C)(C)C)=O)=N\C(OC(C)(C)C)=O.C([O-])(O)=O.[Na+]. Product: [F:42][C:43]1[C:44]([CH2:50][O:20][C:17]2[CH:18]=[CH:19][N:14]([C:11]3[CH:12]=[N:13][C:8]([N:5]4[CH2:6][CH2:7][CH:3]([N:2]([CH3:22])[CH3:1])[CH2:4]4)=[CH:9][CH:10]=3)[C:15](=[O:21])[CH:16]=2)=[N:45][CH:46]=[C:47]([F:49])[CH:48]=1. The catalyst class is: 4. (5) The catalyst class is: 3. Product: [F:14][C:11]1[CH:12]=[CH:13][C:8]([C:6]2[CH:5]=[CH:4][N:3]=[C:2]([NH:17][C:18]3[CH:19]=[C:20]([CH2:24][S:25]([NH2:28])(=[O:26])=[O:27])[CH:21]=[CH:22][CH:23]=3)[CH:7]=2)=[C:9]([O:15][CH3:16])[CH:10]=1. Reactant: Cl[C:2]1[CH:7]=[C:6]([C:8]2[CH:13]=[CH:12][C:11]([F:14])=[CH:10][C:9]=2[O:15][CH3:16])[CH:5]=[CH:4][N:3]=1.[NH2:17][C:18]1[CH:19]=[C:20]([CH2:24][S:25]([NH2:28])(=[O:27])=[O:26])[CH:21]=[CH:22][CH:23]=1.O(C(C)(C)C)[Na].CC1(C)C2C=CC=C(P(C3C=CC=CC=3)C3C=CC=CC=3)C=2OC2C1=CC=CC=2P(C1C=CC=CC=1)C1C=CC=CC=1. (6) Reactant: Cl[C:2]1[N:3]=[N:4][C:5](Cl)=[CH:6][C:7]=1[C:8]1[CH:13]=[CH:12][C:11]([C:14]([F:17])([F:16])[F:15])=[CH:10][CH:9]=1.[OH:19][C:20]1[CH:29]=[C:28]2[C:23]([CH:24]=[CH:25][N:26]=[CH:27]2)=[CH:22][CH:21]=1.[H-].[Na+]. Product: [CH:27]1[C:28]2[C:23](=[CH:22][CH:21]=[C:20]([O:19][C:5]3[N:4]=[N:3][C:2]([O:19][C:20]4[CH:29]=[C:28]5[C:23]([CH:24]=[CH:25][N:26]=[CH:27]5)=[CH:22][CH:21]=4)=[C:7]([C:8]4[CH:13]=[CH:12][C:11]([C:14]([F:17])([F:16])[F:15])=[CH:10][CH:9]=4)[CH:6]=3)[CH:29]=2)[CH:24]=[CH:25][N:26]=1. The catalyst class is: 3. (7) Reactant: [NH2:1][C:2]1[S:3][C:4]2[C:10]([C:11]#[N:12])=[C:9]([O:13][C:14]3[C:15]([Cl:28])=[CH:16][C:17]([F:27])=[C:18]([NH:20][C:21](=[O:26])[C:22]([F:25])([F:24])[F:23])[CH:19]=3)[CH:8]=[CH:7][C:5]=2[N:6]=1.[CH:29]1([C:32](Cl)=[O:33])[CH2:31][CH2:30]1. Product: [Cl:28][C:15]1[CH:16]=[C:17]([F:27])[C:18]([NH:20][C:21](=[O:26])[C:22]([F:23])([F:25])[F:24])=[CH:19][C:14]=1[O:13][C:9]1[CH:8]=[CH:7][C:5]2[N:6]=[C:2]([NH:1][C:32]([CH:29]3[CH2:31][CH2:30]3)=[O:33])[S:3][C:4]=2[C:10]=1[C:11]#[N:12]. The catalyst class is: 17. (8) Reactant: [Si:1]([O:8][CH2:9][CH:10]1[CH2:15][N:14]([C:16]2[C:17]([Cl:32])=[C:18]([NH:24]C(=O)OC(C)(C)C)[CH:19]=[C:20]([C:22]#[N:23])[CH:21]=2)[CH2:13][CH2:12][O:11]1)([C:4]([CH3:7])([CH3:6])[CH3:5])([CH3:3])[CH3:2].N1C(C)=CC=CC=1C.C(=O)(O)[O-].[Na+]. Product: [NH2:24][C:18]1[CH:19]=[C:20]([CH:21]=[C:16]([N:14]2[CH2:13][CH2:12][O:11][CH:10]([CH2:9][O:8][Si:1]([C:4]([CH3:7])([CH3:6])[CH3:5])([CH3:2])[CH3:3])[CH2:15]2)[C:17]=1[Cl:32])[C:22]#[N:23]. The catalyst class is: 4. (9) Reactant: [F:1][C:2]1[C:10]2[C:6](=[CH:7][N:8]([CH3:11])[N:9]=2)[C:5]([C:12](OC)=[O:13])=[CH:4][CH:3]=1.[H-].C([Al+]CC(C)C)C(C)C.O. Product: [F:1][C:2]1[C:10]2[C:6](=[CH:7][N:8]([CH3:11])[N:9]=2)[C:5]([CH2:12][OH:13])=[CH:4][CH:3]=1. The catalyst class is: 188.